Dataset: Reaction yield outcomes from USPTO patents with 853,638 reactions. Task: Predict the reaction yield, written as a fraction of the theoretical maximum amount of product (1.0 means a 100% yield; for example, 0.34 means a 34% yield). (1) The catalyst is CN(C)C1C=CN=CC=1.ClC1C=CC=CC=1Cl. The reactants are Cl[C:2]1[C:11]2[C:6](=[CH:7][C:8]([O:14][CH3:15])=[C:9]([O:12][CH3:13])[CH:10]=2)[N:5]=[CH:4][CH:3]=1.[C:16]([O:25][CH2:26][CH:27]([CH3:29])[CH3:28])(=[O:24])[C:17]1[C:18](=[CH:20][CH:21]=[CH:22][CH:23]=1)[OH:19]. The yield is 0.250. The product is [CH3:13][O:12][C:9]1[CH:10]=[C:11]2[C:6](=[CH:7][C:8]=1[O:14][CH3:15])[N:5]=[CH:4][CH:3]=[C:2]2[O:19][C:18]1[CH:20]=[CH:21][CH:22]=[CH:23][C:17]=1[C:16]([O:25][CH2:26][CH:27]([CH3:29])[CH3:28])=[O:24]. (2) The yield is 0.890. The reactants are Br[C:2]1[CH:3]=[C:4]2[C:8](=[C:9]([C:11]([NH2:13])=[O:12])[CH:10]=1)[NH:7][CH:6]=[C:5]2[CH:14]1[CH2:19][CH2:18][N:17]([S:20]([CH2:23][CH3:24])(=[O:22])=[O:21])[CH2:16][CH2:15]1.CC1(C)C(C)(C)OB([C:33]2[CH:34]=[C:35]([CH:38]=[O:39])[S:36][CH:37]=2)O1.C(=O)([O-])[O-].[K+].[K+]. The catalyst is O1CCOCC1.O. The product is [CH2:23]([S:20]([N:17]1[CH2:18][CH2:19][CH:14]([C:5]2[C:4]3[C:8](=[C:9]([C:11]([NH2:13])=[O:12])[CH:10]=[C:2]([C:33]4[CH:34]=[C:35]([CH:38]=[O:39])[S:36][CH:37]=4)[CH:3]=3)[NH:7][CH:6]=2)[CH2:15][CH2:16]1)(=[O:22])=[O:21])[CH3:24]. (3) The reactants are CC([O-])(CC)C.[Na+].Cl[C:9]1[N:14]=[C:13]2[O:15][C:16]([C:22]3[CH:27]=[CH:26][C:25]([F:28])=[CH:24][CH:23]=3)=[C:17]([C:18](=[O:21])[NH:19][CH3:20])[C:12]2=[CH:11][C:10]=1[C:29]1[CH:30]=[N:31][C:32]([O:39][CH3:40])=[C:33]([CH:38]=1)[C:34]([O:36]C)=[O:35].[F:41][C:42]([F:46])([F:45])[CH2:43][NH2:44]. The catalyst is CC(C1C=C(C(C)C)C(C2C(P(C3CCCCC3)C3CCCCC3)=C(OC)C=CC=2OC)=C(C(C)C)C=1)C.C1C=[C-]C(CCN)=CC=1.Cl[Pd+].O1CCOCC1. The product is [F:28][C:25]1[CH:26]=[CH:27][C:22]([C:16]2[O:15][C:13]3=[N:14][C:9]([NH:44][CH2:43][C:42]([F:46])([F:45])[F:41])=[C:10]([C:29]4[CH:30]=[N:31][C:32]([O:39][CH3:40])=[C:33]([CH:38]=4)[C:34]([OH:36])=[O:35])[CH:11]=[C:12]3[C:17]=2[C:18](=[O:21])[NH:19][CH3:20])=[CH:23][CH:24]=1. The yield is 0.570. (4) The product is [C:13]1([C:11]2[CH:12]=[C:8]([C:6]([OH:7])=[O:5])[NH:9][CH:10]=2)[CH:14]=[CH:15][CH:16]=[CH:17][CH:18]=1. The yield is 0.831. The reactants are [Li+].[OH-].C([O:5][C:6]([C:8]1[NH:9][CH:10]=[C:11]([C:13]2[CH:18]=[CH:17][CH:16]=[CH:15][CH:14]=2)[CH:12]=1)=[O:7])C.O.Cl. The catalyst is C1COCC1.CO.O. (5) The reactants are [C:1]1([CH:7]([C:32]2[CH:37]=[CH:36][CH:35]=[CH:34][CH:33]=2)[N:8]2[C:16]3[C:11](=[CH:12][CH:13]=[CH:14][CH:15]=3)[C:10]([C:18]3[C:29]([OH:30])=[CH:28][C:21]4[N:22]([CH3:27])[C:23](=[O:26])[CH2:24][O:25][C:20]=4[CH:19]=3)(O)[C:9]2=[O:31])[CH:6]=[CH:5][CH:4]=[CH:3][CH:2]=1.FC(F)(F)C(O)=O.C([SiH](CC)CC)C. No catalyst specified. The product is [C:32]1([CH:7]([C:1]2[CH:2]=[CH:3][CH:4]=[CH:5][CH:6]=2)[N:8]2[C:16]3[C:11](=[CH:12][CH:13]=[CH:14][CH:15]=3)[CH:10]([C:18]3[C:29]([OH:30])=[CH:28][C:21]4[N:22]([CH3:27])[C:23](=[O:26])[CH2:24][O:25][C:20]=4[CH:19]=3)[C:9]2=[O:31])[CH:33]=[CH:34][CH:35]=[CH:36][CH:37]=1. The yield is 0.710. (6) The reactants are [CH:1]1([NH:4][C:5]([C:7]2[CH:12]=[CH:11][C:10]([S:13]([NH:16][C:17]3[CH:54]=[C:53]([F:55])[C:20]([C:21]([NH:23][C@H:24]([C:47]([O:49]C(C)C)=[O:48])[CH2:25][C:26]4[CH:31]=[CH:30][C:29]([N:32]5[C:41](=[O:42])[C:40]6[C:35](=[CH:36][CH:37]=[C:38]([O:43][CH3:44])[CH:39]=6)[N:34]([CH3:45])[C:33]5=[O:46])=[CH:28][CH:27]=4)=[O:22])=[C:19]([F:56])[CH:18]=3)(=[O:15])=[O:14])=[CH:9][CH:8]=2)=[O:6])[CH2:3][CH2:2]1.Cl.O1CCOCC1. The catalyst is O. The product is [CH:1]1([NH:4][C:5]([C:7]2[CH:8]=[CH:9][C:10]([S:13]([NH:16][C:17]3[CH:18]=[C:19]([F:56])[C:20]([C:21]([NH:23][C@H:24]([C:47]([OH:49])=[O:48])[CH2:25][C:26]4[CH:31]=[CH:30][C:29]([N:32]5[C:41](=[O:42])[C:40]6[C:35](=[CH:36][CH:37]=[C:38]([O:43][CH3:44])[CH:39]=6)[N:34]([CH3:45])[C:33]5=[O:46])=[CH:28][CH:27]=4)=[O:22])=[C:53]([F:55])[CH:54]=3)(=[O:14])=[O:15])=[CH:11][CH:12]=2)=[O:6])[CH2:2][CH2:3]1. The yield is 0.450. (7) The reactants are [C:1]([O:5][C:6](=[O:58])[CH2:7][N:8]1[CH:12]=[CH:11][N:10]=[C:9]1[CH2:13][N:14]([CH2:44][C:45]1[N:46]([CH2:50][C:51](=[O:57])[O:52][C:53]([CH3:56])([CH3:55])[CH3:54])[CH:47]=[CH:48][N:49]=1)[CH2:15][CH2:16][CH2:17][CH2:18][C@H:19]([NH:27][C:28](=[O:43])[NH:29][C@H:30]([C:36]([O:38][C:39]([CH3:42])([CH3:41])[CH3:40])=[O:37])[CH2:31][CH2:32][C:33](O)=[O:34])[C:20]([O:22][C:23]([CH3:26])([CH3:25])[CH3:24])=[O:21])([CH3:4])([CH3:3])[CH3:2].[NH2:59][CH2:60][CH2:61][C:62]1[CH:67]=[CH:66][C:65]([S:68]([NH2:71])(=[O:70])=[O:69])=[CH:64][CH:63]=1.CN(C(ON1N=NC2C=CC=NC1=2)=[N+](C)C)C.F[P-](F)(F)(F)(F)F.CCN(C(C)C)C(C)C. The catalyst is CN(C=O)C. The product is [C:53]([O:52][C:51](=[O:57])[CH2:50][N:46]1[CH:47]=[CH:48][N:49]=[C:45]1[CH2:44][N:14]([CH2:13][C:9]1[N:8]([CH2:7][C:6](=[O:58])[O:5][C:1]([CH3:4])([CH3:3])[CH3:2])[CH:12]=[CH:11][N:10]=1)[CH2:15][CH2:16][CH2:17][CH2:18][C@H:19]([NH:27][C:28]([NH:29][C@@H:30]([CH2:31][CH2:32][C:33](=[O:34])[NH:59][CH2:60][CH2:61][C:62]1[CH:63]=[CH:64][C:65]([S:68](=[O:69])(=[O:70])[NH2:71])=[CH:66][CH:67]=1)[C:36]([O:38][C:39]([CH3:40])([CH3:41])[CH3:42])=[O:37])=[O:43])[C:20]([O:22][C:23]([CH3:26])([CH3:25])[CH3:24])=[O:21])([CH3:54])([CH3:55])[CH3:56]. The yield is 1.00. (8) The yield is 1.00. The catalyst is C(O)C. The product is [NH2:23][C:22]1[C:13]2[C:12](=[N:11][C:10]([NH:9][CH2:8][CH2:1][C:2]3[CH:3]=[CH:4][CH:5]=[CH:6][CH:7]=3)=[C:19]3[CH2:18][C:16]([CH3:17])([CH3:20])[CH2:15][C:14]3=2)[S:24][C:32]=1[C:33]([NH2:35])=[O:34]. The reactants are [CH2:1]([CH2:8][NH:9][C:10]1[C:19]2[CH2:18][CH2:17][C:16](C)([CH3:20])[CH2:15][C:14]=2[C:13]([C:22]#[N:23])=[C:12]([SH:24])[N:11]=1)[C:2]1[CH:7]=[CH:6][CH:5]=[CH:4][CH:3]=1.C(=O)([O-])[O-].[K+].[K+].Cl[CH2:32][C:33]([NH2:35])=[O:34].